This data is from Reaction yield outcomes from USPTO patents with 853,638 reactions. The task is: Predict the reaction yield, written as a fraction of the theoretical maximum amount of product (1.0 means a 100% yield; for example, 0.34 means a 34% yield). The reactants are [Cl:1][C:2]1[CH:7]=[CH:6][C:5]([C:8]2[C:12]3[CH:13]=[CH:14][C:15]([C:17]#[C:18][CH2:19][N:20]([CH3:22])[CH3:21])=[CH:16][C:11]=3[S:10][N:9]=2)=[CH:4][CH:3]=1. The catalyst is CCO.O=[Pt]=O. The product is [Cl:1][C:2]1[CH:3]=[CH:4][C:5]([C:8]2[C:12]3[CH:13]=[CH:14][C:15]([CH2:17][CH2:18][CH2:19][N:20]([CH3:22])[CH3:21])=[CH:16][C:11]=3[S:10][N:9]=2)=[CH:6][CH:7]=1. The yield is 0.530.